Predict which catalyst facilitates the given reaction. From a dataset of Catalyst prediction with 721,799 reactions and 888 catalyst types from USPTO. Reactant: COC1C=CC(C([O:20][CH2:21][C@H:22]2[O:26][C@@H:25]([N:27]3[CH:35]=[C:33]([CH3:34])[C:31](=[O:32])[NH:30][C:28]3=[O:29])[C@H:24]([CH:36]=[CH2:37])[C@@H:23]2[OH:38])(C2C=CC=CC=2)C2C=CC=CC=2)=CC=1.[H-].[Na+].[CH2:43](Br)[C:44]1[CH:49]=[CH:48][CH:47]=[CH:46][CH:45]=1.Cl.[OH-].[Na+]. Product: [CH2:43]([O:38][C@@H:23]1[C@@H:22]([CH2:21][OH:20])[O:26][C@@H:25]([N:27]2[CH:35]=[C:33]([CH3:34])[C:31](=[O:32])[NH:30][C:28]2=[O:29])[C@@H:24]1[CH:36]=[CH2:37])[C:44]1[CH:49]=[CH:48][CH:47]=[CH:46][CH:45]=1. The catalyst class is: 49.